From a dataset of Catalyst prediction with 721,799 reactions and 888 catalyst types from USPTO. Predict which catalyst facilitates the given reaction. (1) Product: [CH3:21][CH2:20][OH:19].[CH3:3][CH:2]([CH2:4][N:5]([S:29]([C:32]1[CH:37]=[CH:36][C:35]([NH2:38])=[CH:34][CH:33]=1)(=[O:31])=[O:30])[CH2:6][C@@H:7]([OH:28])[C@@H:8]([NH:16][C:17]([O:19][C@@H:20]1[C@@H:24]2[CH2:25][CH2:26][O:27][C@@H:23]2[O:22][CH2:21]1)=[O:18])[CH2:9][C:10]1[CH:15]=[CH:14][CH:13]=[CH:12][CH:11]=1)[CH3:1]. The catalyst class is: 8. Reactant: [CH3:1][CH:2]([CH2:4][N:5]([S:29]([C:32]1[CH:33]=[CH:34][C:35]([NH2:38])=[CH:36][CH:37]=1)(=[O:31])=[O:30])[CH2:6][C@@H:7]([OH:28])[C@@H:8]([NH:16][C:17]([O:19][C@@H:20]1[C@@H:24]2[CH2:25][CH2:26][O:27][C@@H:23]2[O:22][CH2:21]1)=[O:18])[CH2:9][C:10]1[CH:11]=[CH:12][CH:13]=[CH:14][CH:15]=1)[CH3:3].C. (2) Reactant: [Cl:1][C:2]1[CH:9]=[CH:8][CH:7]=[C:6]([F:10])[C:3]=1[CH2:4]Cl.[NH:11]1[CH2:16][CH2:15][NH:14][CH2:13][CH2:12]1. Product: [Cl:1][C:2]1[CH:9]=[CH:8][CH:7]=[C:6]([F:10])[C:3]=1[CH2:4][N:11]1[CH2:16][CH2:15][NH:14][CH2:13][CH2:12]1. The catalyst class is: 1. (3) Reactant: [Cl-].[NH4+].C[NH:4][C:5]1[CH:10]=[CH:9][C:8]([O:11][CH2:12][C:13]2[CH:18]=[CH:17][N:16]=[CH:15][CH:14]=2)=[CH:7][C:6]=1[N+:19]([O-:21])=[O:20].C(OCC)(=O)C.ClCCl. Product: [N+:19]([C:6]1[CH:7]=[C:8]([O:11][CH2:12][C:13]2[CH:18]=[CH:17][N:16]=[CH:15][CH:14]=2)[CH:9]=[CH:10][C:5]=1[NH2:4])([O-:21])=[O:20].[N:16]1[CH:17]=[CH:18][C:13]([CH2:12][O:11][C:8]2[CH:7]=[C:6]([NH2:19])[C:5]([NH2:4])=[CH:10][CH:9]=2)=[CH:14][CH:15]=1. The catalyst class is: 415. (4) Reactant: [OH:1][CH2:2][CH2:3][CH2:4][CH2:5]/[CH:6]=[CH:7]/[C:8]1[CH:17]=[CH:16][C:11]([C:12]([O:14][CH3:15])=[O:13])=[CH:10][CH:9]=1. Product: [OH:1][CH2:2][CH2:3][CH2:4][CH2:5][CH2:6][CH2:7][C:8]1[CH:17]=[CH:16][C:11]([C:12]([O:14][CH3:15])=[O:13])=[CH:10][CH:9]=1. The catalyst class is: 129.